From a dataset of Merck oncology drug combination screen with 23,052 pairs across 39 cell lines. Regression. Given two drug SMILES strings and cell line genomic features, predict the synergy score measuring deviation from expected non-interaction effect. (1) Drug 1: CC1CC2C3CCC4=CC(=O)C=CC4(C)C3(F)C(O)CC2(C)C1(O)C(=O)CO. Drug 2: CC(C)CC(NC(=O)C(Cc1ccccc1)NC(=O)c1cnccn1)B(O)O. Synergy scores: synergy=-7.68. Cell line: UACC62. (2) Drug 1: CCC1(O)CC2CN(CCc3c([nH]c4ccccc34)C(C(=O)OC)(c3cc4c(cc3OC)N(C)C3C(O)(C(=O)OC)C(OC(C)=O)C5(CC)C=CCN6CCC43C65)C2)C1. Drug 2: CC(C)CC(NC(=O)C(Cc1ccccc1)NC(=O)c1cnccn1)B(O)O. Cell line: NCIH23. Synergy scores: synergy=-30.3. (3) Drug 1: CC(=O)OC1C(=O)C2(C)C(O)CC3OCC3(OC(C)=O)C2C(OC(=O)c2ccccc2)C2(O)CC(OC(=O)C(O)C(NC(=O)c3ccccc3)c3ccccc3)C(C)=C1C2(C)C. Drug 2: NC1(c2ccc(-c3nc4ccn5c(=O)[nH]nc5c4cc3-c3ccccc3)cc2)CCC1. Cell line: T47D. Synergy scores: synergy=-0.0602. (4) Drug 1: O=c1[nH]cc(F)c(=O)[nH]1. Drug 2: Cn1c(=O)n(-c2ccc(C(C)(C)C#N)cc2)c2c3cc(-c4cnc5ccccc5c4)ccc3ncc21. Cell line: NCIH520. Synergy scores: synergy=16.7. (5) Drug 1: CC1CC2C3CCC4=CC(=O)C=CC4(C)C3(F)C(O)CC2(C)C1(O)C(=O)CO. Drug 2: CC(C)CC(NC(=O)C(Cc1ccccc1)NC(=O)c1cnccn1)B(O)O. Cell line: A375. Synergy scores: synergy=19.5. (6) Drug 1: C=CCn1c(=O)c2cnc(Nc3ccc(N4CCN(C)CC4)cc3)nc2n1-c1cccc(C(C)(C)O)n1. Drug 2: CC(C)CC(NC(=O)C(Cc1ccccc1)NC(=O)c1cnccn1)B(O)O. Cell line: NCIH520. Synergy scores: synergy=-18.6. (7) Drug 1: N#Cc1ccc(Cn2cncc2CN2CCN(c3cccc(Cl)c3)C(=O)C2)cc1. Drug 2: CCN(CC)CCNC(=O)c1c(C)[nH]c(C=C2C(=O)Nc3ccc(F)cc32)c1C. Cell line: RPMI7951. Synergy scores: synergy=4.70. (8) Drug 1: O=C(NOCC(O)CO)c1ccc(F)c(F)c1Nc1ccc(I)cc1F. Drug 2: Cn1cc(-c2cnn3c(N)c(Br)c(C4CCCNC4)nc23)cn1. Cell line: SKMES1. Synergy scores: synergy=-12.1.